From a dataset of Experimentally validated miRNA-target interactions with 360,000+ pairs, plus equal number of negative samples. Binary Classification. Given a miRNA mature sequence and a target amino acid sequence, predict their likelihood of interaction. (1) The miRNA is mmu-let-7d-5p with sequence AGAGGUAGUAGGUUGCAUAGUU. The protein sequence of the target gene is MAEAVGAVALIAAPARRRWLWSVLAAMLGLLTARISALEVHTPKEIFVVNGTQGKLTCTFDSPNTTGWLTTVSWSFQPDGTDSAVSFFHYSQGQVYIGDYPPFKDRVTWAGDLDKKDASINIENIQAVHNGTYICDVKNPPDIVVRPGHIRLHVVEIDNLLVFLVWVVVGTVTAVVLGLTLLISLVLVVLYRRKHSKRDYTGCSTSERLSPVKQAPRKCPSDTEGLVKSPPSAGSHQGPVIYAQLDHSGGHHSGKINKSESVVYADIRKD. Result: 0 (no interaction). (2) The miRNA is mmu-miR-669a-3-3p with sequence ACAUAACAUACACACACAUGUAU. The protein sequence of the target gene is MATVLSRALKLPGKKSPDLGEYDPLTQADSDESEDDLVLNLQKNGGVKNGKSPLGEAPEPDSDAEVAEAAKPHLSEVTTEGYPSEPLGGLEQKAASSLVSYVRTSVFLLTLGISMILVLLCAFLIPCPPRDLHSTWSRHLGSQGGGDLSPLELADVNGDGLRDVLLSFVMSRNGSAVGVSRPAANLVCLSGMNGSTLWSSLLPEEARDITCLELMPGSLAETICLVTGTHKMLSAFNATSGKAIWTLNPNYLSNGTLAAPVVVLPDLDEDGVRDLVVLAIGELQPDLCFLLVSGRTGNPV.... Result: 0 (no interaction). (3) The protein sequence of the target gene is MFSINPLENLKVYISSRPPLVVFMISVSAMAIAFLTLGYFFKIKEIKSPEMAEDWNTFLLRFNDLDLCVSENETLKHLTNDTTTPESTMTSGQARASTQSPQALEDSGPVNISVSITLTLDPLKPFGGYSRNVTHLYSTILGHQIGLSGREAHEEINITFTLPTAWSSDDCALHGHCEQVVFTACMTLTASPGVFPVTVQPPHCVPDTYSNATLWYKIFTTARDANTKYAQDYNPFWCYKGAIGKVYHALNPKLTVIVPDDDRSLINLHLMHTSYFLFVMVITMFCYAVIKGRPSKLRQS.... The miRNA is hsa-miR-384 with sequence AUUCCUAGAAAUUGUUCAUA. Result: 1 (interaction).